The task is: Predict which catalyst facilitates the given reaction.. This data is from Catalyst prediction with 721,799 reactions and 888 catalyst types from USPTO. (1) Reactant: Cl[C:2]1[C:3]2[C:4](=[CH:14][N:15](CC3C=CC(OC)=CC=3)[N:16]=2)[N:5]=[C:6]([C:8]2[CH:13]=[CH:12][CH:11]=[CH:10][CH:9]=2)[N:7]=1.[CH:26]1([C:29]2[NH:33][N:32]=[C:31]([NH2:34])[CH:30]=2)[CH2:28][CH2:27]1.Cl. Product: [CH:26]1([C:29]2[NH:33][N:32]=[C:31]([NH:34][C:2]3[C:3]4[NH:16][N:15]=[CH:14][C:4]=4[N:5]=[C:6]([C:8]4[CH:9]=[CH:10][CH:11]=[CH:12][CH:13]=4)[N:7]=3)[CH:30]=2)[CH2:28][CH2:27]1. The catalyst class is: 71. (2) Reactant: [O:1]1[C:5]2[CH:6]=[CH:7][CH:8]=[CH:9][C:4]=2[C:3]([C:10](=[O:13])[CH2:11]Br)=[CH:2]1.[NH:14]1[CH2:19][CH2:18][CH:17]([NH:20][C:21](=[O:27])[O:22][C:23]([CH3:26])([CH3:25])[CH3:24])[CH2:16][CH2:15]1.C(=O)([O-])[O-].[K+].[K+].C(#N)C. Product: [O:1]1[C:5]2[CH:6]=[CH:7][CH:8]=[CH:9][C:4]=2[C:3]([C:10](=[O:13])[CH2:11][N:14]2[CH2:15][CH2:16][CH:17]([NH:20][C:21](=[O:27])[O:22][C:23]([CH3:25])([CH3:24])[CH3:26])[CH2:18][CH2:19]2)=[CH:2]1. The catalyst class is: 6. (3) Reactant: [C:1]([C@@:3]1([OH:19])[C@H:7]([OH:8])[C@@H:6]([CH2:9][OH:10])[O:5][C@H:4]1[N:11]1[CH:16]=[CH:15][C:14](=[O:17])[NH:13][C:12]1=[O:18])#[CH:2].C([Mg]Cl)(C)(C)C.[Cl:26][C:27]1[CH:59]=[CH:58][C:30]([O:31][P:32]([NH:46][C@@H:47]([CH3:57])[C:48]([O:50][CH:51]2[CH2:56][CH2:55][CH2:54][CH2:53][CH2:52]2)=[O:49])(OC2C(F)=C(F)C(F)=C(F)C=2F)=[O:33])=[CH:29][CH:28]=1. Product: [Cl:26][C:27]1[CH:28]=[CH:29][C:30]([O:31][P:32]([NH:46][C@@H:47]([CH3:57])[C:48]([O:50][CH:51]2[CH2:56][CH2:55][CH2:54][CH2:53][CH2:52]2)=[O:49])([O:10][CH2:9][C@@H:6]2[C@@H:7]([OH:8])[C@@:3]([C:1]#[CH:2])([OH:19])[C@H:4]([N:11]3[CH:16]=[CH:15][C:14](=[O:17])[NH:13][C:12]3=[O:18])[O:5]2)=[O:33])=[CH:58][CH:59]=1. The catalyst class is: 1. (4) Reactant: [Br:1][C:2]1[C:3]([F:13])=[CH:4][CH:5]=[C:6]2[C:11]=1[NH:10][C:9](=[O:12])[CH:8]=[CH:7]2.[C:14](=O)([O-])[O-].[K+].[K+].IC. Product: [Br:1][C:2]1[C:3]([F:13])=[CH:4][CH:5]=[C:6]2[C:11]=1[N:10]=[C:9]([O:12][CH3:14])[CH:8]=[CH:7]2. The catalyst class is: 9. (5) Reactant: [NH2:1][C:2]1[N:10]=[C:9]([CH2:11][O:12][CH3:13])[CH:8]=[CH:7][C:3]=1[C:4]([OH:6])=O.[CH3:14][O:15][C:16]1[CH:17]=[C:18]([O:22][C:23]2[CH:30]=[CH:29][C:26]([CH2:27][NH2:28])=[CH:25][CH:24]=2)[CH:19]=[CH:20][CH:21]=1.CN([P+](ON1N=NC2C=CC=CC1=2)(N(C)C)N(C)C)C.F[P-](F)(F)(F)(F)F.C(=O)(O)[O-].[Na+]. Product: [CH3:14][O:15][C:16]1[CH:17]=[C:18]([O:22][C:23]2[CH:24]=[CH:25][C:26]([CH2:27][NH:28][C:4](=[O:6])[C:3]3[CH:7]=[CH:8][C:9]([CH2:11][O:12][CH3:13])=[N:10][C:2]=3[NH2:1])=[CH:29][CH:30]=2)[CH:19]=[CH:20][CH:21]=1. The catalyst class is: 338. (6) Reactant: C([O:5][C:6](=[O:39])[CH2:7][O:8][C:9]1[C:14]2[CH2:15][CH2:16][CH2:17][CH2:18][CH:19]([N:20]([S:22]([C:25]3[CH:30]=[C:29]([C:31]([F:34])([F:33])[F:32])[CH:28]=[C:27]([S:35]([CH3:38])(=[O:37])=[O:36])[CH:26]=3)(=[O:24])=[O:23])[CH3:21])[C:13]=2[CH:12]=[CH:11][CH:10]=1)(C)(C)C.O.[OH-].[Li+]. Product: [CH3:38][S:35]([C:27]1[CH:26]=[C:25]([S:22]([N:20]([CH3:21])[CH:19]2[C:13]3[CH:12]=[CH:11][CH:10]=[C:9]([O:8][CH2:7][C:6]([OH:39])=[O:5])[C:14]=3[CH2:15][CH2:16][CH2:17][CH2:18]2)(=[O:23])=[O:24])[CH:30]=[C:29]([C:31]([F:33])([F:32])[F:34])[CH:28]=1)(=[O:37])=[O:36]. The catalyst class is: 72.